Dataset: NCI-60 drug combinations with 297,098 pairs across 59 cell lines. Task: Regression. Given two drug SMILES strings and cell line genomic features, predict the synergy score measuring deviation from expected non-interaction effect. (1) Drug 1: CCC1=C2CN3C(=CC4=C(C3=O)COC(=O)C4(CC)O)C2=NC5=C1C=C(C=C5)O. Drug 2: N.N.Cl[Pt+2]Cl. Cell line: MDA-MB-435. Synergy scores: CSS=29.3, Synergy_ZIP=-5.10, Synergy_Bliss=-0.260, Synergy_Loewe=-20.8, Synergy_HSA=3.02. (2) Drug 1: CC1=C(C(=CC=C1)Cl)NC(=O)C2=CN=C(S2)NC3=CC(=NC(=N3)C)N4CCN(CC4)CCO. Drug 2: CC12CCC3C(C1CCC2OP(=O)(O)O)CCC4=C3C=CC(=C4)OC(=O)N(CCCl)CCCl.[Na+]. Cell line: HCT-15. Synergy scores: CSS=28.1, Synergy_ZIP=3.81, Synergy_Bliss=3.96, Synergy_Loewe=-2.00, Synergy_HSA=-0.0799. (3) Drug 1: C1CCN(CC1)CCOC2=CC=C(C=C2)C(=O)C3=C(SC4=C3C=CC(=C4)O)C5=CC=C(C=C5)O. Drug 2: C1CC(=O)NC(=O)C1N2C(=O)C3=CC=CC=C3C2=O. Cell line: RXF 393. Synergy scores: CSS=3.69, Synergy_ZIP=-4.19, Synergy_Bliss=-4.09, Synergy_Loewe=-2.64, Synergy_HSA=-2.03. (4) Drug 1: CC=C1C(=O)NC(C(=O)OC2CC(=O)NC(C(=O)NC(CSSCCC=C2)C(=O)N1)C(C)C)C(C)C. Drug 2: COC1=C2C(=CC3=C1OC=C3)C=CC(=O)O2. Cell line: HT29. Synergy scores: CSS=45.0, Synergy_ZIP=-2.12, Synergy_Bliss=-6.68, Synergy_Loewe=-65.6, Synergy_HSA=-6.08. (5) Drug 1: CC12CCC3C(C1CCC2=O)CC(=C)C4=CC(=O)C=CC34C. Drug 2: C(CCl)NC(=O)N(CCCl)N=O. Cell line: SNB-19. Synergy scores: CSS=44.6, Synergy_ZIP=1.18, Synergy_Bliss=3.88, Synergy_Loewe=2.19, Synergy_HSA=2.77.